This data is from Forward reaction prediction with 1.9M reactions from USPTO patents (1976-2016). The task is: Predict the product of the given reaction. (1) Given the reactants Cl[CH2:2][CH2:3][CH2:4][CH2:5][CH2:6][CH2:7][O:8][C:9]1[C:10]([O:29][CH3:30])=[CH:11][CH:12]=[C:13]2[C:18]=1[NH:17][C:16](=[O:19])[CH:15]=[C:14]2[NH:20][C:21]1[C:26]([CH3:27])=[CH:25][N:24]=[CH:23][C:22]=1[CH3:28].[NH:31]1[CH2:36][CH2:35][O:34][CH2:33][CH2:32]1, predict the reaction product. The product is: [CH3:28][C:22]1[CH:23]=[N:24][CH:25]=[C:26]([CH3:27])[C:21]=1[NH:20][C:14]1[C:13]2[C:18](=[C:9]([O:8][CH2:7][CH2:6][CH2:5][CH2:4][CH2:3][CH2:2][N:31]3[CH2:36][CH2:35][O:34][CH2:33][CH2:32]3)[C:10]([O:29][CH3:30])=[CH:11][CH:12]=2)[NH:17][C:16](=[O:19])[CH:15]=1. (2) Given the reactants F[C:2]1[CH:28]=[CH:27][C:5]2[N:6]=[C:7]([C:9]3[C:10]([NH2:26])=[N:11][CH:12]=[C:13]([C:15]4[CH:16]=[N:17][N:18]([CH:20]5[CH2:25][CH2:24][NH:23][CH2:22][CH2:21]5)[CH:19]=4)[CH:14]=3)[S:8][C:4]=2[CH:3]=1.ClC1SC2C=[C:37]([O:39]C)C=CC=2N=1, predict the reaction product. The product is: [CH3:37][O:39][C:2]1[CH:28]=[CH:27][C:5]2[N:6]=[C:7]([C:9]3[C:10]([NH2:26])=[N:11][CH:12]=[C:13]([C:15]4[CH:16]=[N:17][N:18]([CH:20]5[CH2:25][CH2:24][NH:23][CH2:22][CH2:21]5)[CH:19]=4)[CH:14]=3)[S:8][C:4]=2[CH:3]=1.